From a dataset of Forward reaction prediction with 1.9M reactions from USPTO patents (1976-2016). Predict the product of the given reaction. (1) Given the reactants [CH:1]1([CH2:4][C:5]([NH:7][NH:8][C:9]2[CH:14]=[C:13]([N:15]3[CH2:20][CH2:19][CH:18]([C:21]4[CH:26]=[CH:25][CH:24]=[CH:23][CH:22]=4)[CH2:17][CH2:16]3)[N:12]=[CH:11][N:10]=2)=[O:6])[CH2:3][CH2:2]1.C1C(=O)N([Cl:34])C(=O)C1, predict the reaction product. The product is: [Cl:34][C:14]1[C:9]([NH:8][NH:7][C:5](=[O:6])[CH2:4][CH:1]2[CH2:3][CH2:2]2)=[N:10][CH:11]=[N:12][C:13]=1[N:15]1[CH2:16][CH2:17][CH:18]([C:21]2[CH:26]=[CH:25][CH:24]=[CH:23][CH:22]=2)[CH2:19][CH2:20]1. (2) Given the reactants C(OC(=O)[NH:10][CH2:11][C@H:12]1[CH2:17][CH2:16][C@@H:15]([NH:18][C:19]2[CH:28]=[C:27]([NH:29][CH3:30])[C:26]3[C:21](=[CH:22][CH:23]=[CH:24][CH:25]=3)[N:20]=2)[CH2:14][CH2:13]1)C1C=CC=CC=1.[Br:32][C:33]1[CH:40]=[CH:39][C:36]([CH:37]=O)=[C:35]([O:41][C:42]([F:45])([F:44])[F:43])[CH:34]=1.C(O)(=O)C.[BH3-]C#N.[Na+].[ClH:54], predict the reaction product. The product is: [ClH:54].[ClH:54].[Br:32][C:33]1[CH:40]=[CH:39][C:36]([CH2:37][NH:10][CH2:11][C@@H:12]2[CH2:13][CH2:14][C@H:15]([NH:18][C:19]3[CH:28]=[C:27]([NH:29][CH3:30])[C:26]4[C:21](=[CH:22][CH:23]=[CH:24][CH:25]=4)[N:20]=3)[CH2:16][CH2:17]2)=[C:35]([O:41][C:42]([F:45])([F:44])[F:43])[CH:34]=1. (3) Given the reactants [NH2:1][C:2]1[CH:10]=[CH:9][C:5]([C:6]([OH:8])=O)=[CH:4][N:3]=1.[F:11][C:12]1[CH:17]=[CH:16][C:15]([CH:18]([C:22]2[CH:27]=[CH:26][C:25]([F:28])=[CH:24][CH:23]=2)[CH2:19][CH2:20][NH2:21])=[CH:14][CH:13]=1, predict the reaction product. The product is: [NH2:1][C:2]1[CH:10]=[CH:9][C:5]([C:6]([NH:21][CH2:20][CH2:19][CH:18]([C:15]2[CH:14]=[CH:13][C:12]([F:11])=[CH:17][CH:16]=2)[C:22]2[CH:23]=[CH:24][C:25]([F:28])=[CH:26][CH:27]=2)=[O:8])=[CH:4][N:3]=1. (4) Given the reactants [Cl:1][C:2]1[CH:7]=[CH:6][C:5]([N:8]2[C:16]([NH:17][CH2:18][CH2:19][O:20][CH3:21])=[C:15]3[C:10]([CH:11]=[CH:12][CH:13]=[CH:14]3)=[N:9]2)=[CH:4][CH:3]=1.[CH:22]1([N:28]=[C:29]=[O:30])[CH2:27][CH2:26][CH2:25][CH2:24][CH2:23]1, predict the reaction product. The product is: [Cl:1][C:2]1[CH:7]=[CH:6][C:5]([N:8]2[C:16]([N:17]([CH2:18][CH2:19][O:20][CH3:21])[C:29]([NH:28][CH:22]3[CH2:27][CH2:26][CH2:25][CH2:24][CH2:23]3)=[O:30])=[C:15]3[C:10]([CH:11]=[CH:12][CH:13]=[CH:14]3)=[N:9]2)=[CH:4][CH:3]=1.